Dataset: Reaction yield outcomes from USPTO patents with 853,638 reactions. Task: Predict the reaction yield, written as a fraction of the theoretical maximum amount of product (1.0 means a 100% yield; for example, 0.34 means a 34% yield). The reactants are Cl.[N:2]1[CH:7]=[CH:6][CH:5]=[CH:4][C:3]=1[C:8]1[CH2:9][CH2:10][NH:11][CH2:12][CH:13]=1.C=O.[Cl:16][C:17]1[CH:18]=[C:19]([CH:23]=[CH:24][CH:25]=1)[C:20]([NH2:22])=[O:21].[C:26](=O)([O-])[O-].[K+].[K+]. The catalyst is C(O)C. The product is [Cl:16][C:17]1[CH:18]=[C:19]([CH:23]=[CH:24][CH:25]=1)[C:20]([NH:22][CH2:26][N:11]1[CH2:10][CH:9]=[C:8]([C:3]2[CH:4]=[CH:5][CH:6]=[CH:7][N:2]=2)[CH2:13][CH2:12]1)=[O:21]. The yield is 0.610.